From a dataset of Forward reaction prediction with 1.9M reactions from USPTO patents (1976-2016). Predict the product of the given reaction. (1) Given the reactants [CH3:1][O:2][C:3](=[O:10])[CH2:4][C@H:5]1[CH2:8][C@H:7]([OH:9])[CH2:6]1.[H-].[Na+].[CH2:13](Br)[C:14]1[CH:19]=[CH:18][CH:17]=[CH:16][CH:15]=1, predict the reaction product. The product is: [CH3:1][O:2][C:3](=[O:10])[CH2:4][C@H:5]1[CH2:8][C@H:7]([O:9][CH2:13][C:14]2[CH:19]=[CH:18][CH:17]=[CH:16][CH:15]=2)[CH2:6]1. (2) Given the reactants C([N:20]1[C:24]2[CH:25]=[CH:26][C:27]([NH:29][C:30]3[CH:35]=[CH:34][CH:33]=[CH:32][CH:31]=3)=[CH:28][C:23]=2[N:22]=[CH:21]1)(C1C=CC=CC=1)(C1C=CC=CC=1)C1C=CC=CC=1.C[Si]([N-][Si](C)(C)C)(C)C.[Li+].[CH2:46](Br)[C:47]1[CH:52]=[CH:51][CH:50]=[CH:49][CH:48]=1, predict the reaction product. The product is: [CH2:46]([N:29]([C:30]1[CH:35]=[CH:34][CH:33]=[CH:32][CH:31]=1)[C:27]1[CH:26]=[CH:25][C:24]2[NH:20][CH:21]=[N:22][C:23]=2[CH:28]=1)[C:47]1[CH:52]=[CH:51][CH:50]=[CH:49][CH:48]=1. (3) Given the reactants [CH:1]1([C:4]2[CH:9]=[CH:8][C:7]([CH2:10][N:11]3[CH:15]=[CH:14][C:13]([NH:16][C:17]([C:19]4[CH:24]=[CH:23][N:22]=[CH:21][C:20]=4[CH3:25])=[O:18])=[N:12]3)=[C:6]([C:26]([F:29])([F:28])[F:27])[CH:5]=2)[CH2:3][CH2:2]1.[ClH:30].O1CCOCC1, predict the reaction product. The product is: [ClH:30].[CH:1]1([C:4]2[CH:9]=[CH:8][C:7]([CH2:10][N:11]3[CH:15]=[CH:14][C:13]([NH:16][C:17]([C:19]4[CH:24]=[CH:23][N:22]=[CH:21][C:20]=4[CH3:25])=[O:18])=[N:12]3)=[C:6]([C:26]([F:27])([F:29])[F:28])[CH:5]=2)[CH2:3][CH2:2]1. (4) Given the reactants [Br:1][C:2]1[CH:7]=[CH:6][C:5]([Cl:8])=[C:4]([CH2:9][C:10]2[CH:15]=[CH:14][C:13]([O:16][CH2:17][CH:18]([O:20][CH:21](OCC)[CH3:22])[CH3:19])=[CH:12][CH:11]=2)[CH:3]=1.C(N(CC)CC)C.C[Si](OS(C(F)(F)F)(=O)=O)(C)C.[OH-].[Na+], predict the reaction product. The product is: [Br:1][C:2]1[CH:7]=[CH:6][C:5]([Cl:8])=[C:4]([CH2:9][C:10]2[CH:15]=[CH:14][C:13]([O:16][CH2:17][CH:18]([O:20][CH:21]=[CH2:22])[CH3:19])=[CH:12][CH:11]=2)[CH:3]=1. (5) Given the reactants [C:1]([C:3]1[CH:4]=[C:5]([CH:8]=[CH:9][CH:10]=1)[CH:6]=O)#[N:2].[CH3:11][NH:12][CH3:13].C(O[BH-](OC(=O)C)OC(=O)C)(=O)C.[Na+].C(=O)([O-])[O-].[K+].[K+], predict the reaction product. The product is: [CH3:11][N:12]([CH2:6][C:5]1[CH:4]=[C:3]([CH:10]=[CH:9][CH:8]=1)[C:1]#[N:2])[CH3:13]. (6) Given the reactants Cl[C:2]1[C:12]([N+:13]([O-:15])=[O:14])=[CH:11][C:10]([C:16]([F:19])([F:18])[F:17])=[CH:9][C:3]=1[C:4]([O:6][CH2:7][CH3:8])=[O:5].[NH:20]1[CH2:25][CH2:24][CH2:23][CH2:22][CH2:21]1.O, predict the reaction product. The product is: [N+:13]([C:12]1[C:2]([N:20]2[CH2:25][CH2:24][CH2:23][CH2:22][CH2:21]2)=[C:3]([CH:9]=[C:10]([C:16]([F:19])([F:18])[F:17])[CH:11]=1)[C:4]([O:6][CH2:7][CH3:8])=[O:5])([O-:15])=[O:14]. (7) Given the reactants [NH2:1][C:2]1[C:7]([NH2:8])=[CH:6][N:5]=[C:4]([C:9]2[CH:14]=[CH:13][CH:12]=[CH:11][CH:10]=2)[N:3]=1.[C:15]([S:19]([NH:22][C@@H:23]1[CH2:28][CH2:27][C@H:26]([C:29](O)=O)[CH2:25][CH2:24]1)(=[O:21])=[O:20])([CH3:18])([CH3:17])[CH3:16], predict the reaction product. The product is: [C:15]([S:19]([NH:22][C@@H:23]1[CH2:24][CH2:25][C@H:26]([C:29]2[NH:8][C:7]3[C:2](=[N:3][C:4]([C:9]4[CH:14]=[CH:13][CH:12]=[CH:11][CH:10]=4)=[N:5][CH:6]=3)[N:1]=2)[CH2:27][CH2:28]1)(=[O:21])=[O:20])([CH3:18])([CH3:16])[CH3:17]. (8) The product is: [CH3:3][CH:2]([CH2:4][N:5]([S:30]([C:33]1[CH:34]=[CH:35][C:36]([NH2:39])=[CH:37][CH:38]=1)(=[O:31])=[O:32])[CH2:6][C@@H:7]([O:25][P:26]([O-:28])([O-:29])=[O:27])[C@@H:8]([NH:16][C:17]([O:19][C@@H:20]1[CH2:24][O:23][CH2:22][CH2:21]1)=[O:18])[CH2:9][C:10]1[CH:11]=[CH:12][CH:13]=[CH:14][CH:15]=1)[CH3:1].[Ca+2:40]. Given the reactants [CH3:1][CH:2]([CH2:4][N:5]([S:30]([C:33]1[CH:38]=[CH:37][C:36]([NH2:39])=[CH:35][CH:34]=1)(=[O:32])=[O:31])[CH2:6][C@@H:7]([O:25][P:26]([O-:29])([O-:28])=[O:27])[C@@H:8]([NH:16][C:17]([O:19][CH:20]1[CH2:24][O:23][CH2:22][CH2:21]1)=[O:18])[CH2:9][C:10]1[CH:15]=[CH:14][CH:13]=[CH:12][CH:11]=1)[CH3:3].[Ca+2:40], predict the reaction product.